From a dataset of Reaction yield outcomes from USPTO patents with 853,638 reactions. Predict the reaction yield, written as a fraction of the theoretical maximum amount of product (1.0 means a 100% yield; for example, 0.34 means a 34% yield). (1) The reactants are [C:1]([O:5][C:6]([NH:8][CH2:9][CH2:10][O:11][C:12](=[O:36])[CH2:13][O:14][C:15]1[CH:20]=[CH:19][C:18]([CH2:21][CH2:22][CH2:23][CH2:24][NH:25]C(OCC2C=CC=CC=2)=O)=[CH:17][CH:16]=1)=[O:7])([CH3:4])([CH3:3])[CH3:2]. The catalyst is C(O)(=O)C.C(OCC)(=O)C.ClCCl.[OH-].[OH-].[Pd+2]. The product is [CH2:10]([O:11][C:12](=[O:36])[CH3:13])[CH3:9].[C:1]([O:5][C:6]([NH:8][CH2:9][CH2:10][O:11][C:12](=[O:36])[CH2:13][O:14][C:15]1[CH:16]=[CH:17][C:18]([CH2:21][CH2:22][CH2:23][CH2:24][NH2:25])=[CH:19][CH:20]=1)=[O:7])([CH3:4])([CH3:2])[CH3:3]. The yield is 0.840. (2) The reactants are [NH2:1][CH2:2][C:3]1[CH:8]=[CH:7][C:6]([N:9]([CH3:11])[CH3:10])=[CH:5][CH:4]=1.ClC(Cl)(O[C:16](=[O:22])OC(Cl)(Cl)Cl)Cl.[N-:24]=[C:25]=O.[CH3:27][N:28]([CH:30]=[O:31])C. The catalyst is CCOC(C)=O. The product is [CH3:10][N:9]([CH3:11])[C:6]1[CH:7]=[CH:8][C:3]([CH2:2][NH:1][C:30]([NH:28][C:27]2[C:25]3[NH:24][C:16](=[O:22])[NH:1][C:2]=3[CH:3]=[CH:4][CH:5]=2)=[O:31])=[CH:4][CH:5]=1. The yield is 0.160.